From a dataset of Retrosynthesis with 50K atom-mapped reactions and 10 reaction types from USPTO. Predict the reactants needed to synthesize the given product. (1) Given the product COCC1(c2ccc(F)cc2)CCN(Cc2cc(F)c(C(=O)O)cc2C2CC2)CC1, predict the reactants needed to synthesize it. The reactants are: COCC1(c2ccc(F)cc2)CCN(Cc2cc(F)c(C(=O)OC(C)(C)C)cc2C2CC2)CC1. (2) Given the product CC(C)NC(=O)Nc1sc2c(c1C(=O)N1CCC(N3CCCC4(CC(=O)N(C(C)C)C4=O)C3)CC1)CCCC2=O, predict the reactants needed to synthesize it. The reactants are: CC(C)N1C(=O)CC2(CCCN(C3CCN(C(=O)c4c(N)sc5c4CCCC5=O)CC3)C2)C1=O.CC(C)N=C=O. (3) The reactants are: Clc1ccc(C2=NNCC2c2ccccc2)cc1.O=C=Nc1ccc(OC(F)(F)C(F)F)cc1. Given the product O=C(Nc1ccc(OC(F)(F)C(F)F)cc1)N1CC(c2ccccc2)C(c2ccc(Cl)cc2)=N1, predict the reactants needed to synthesize it. (4) Given the product CN(CCN1CCCC1C(=O)NC1C2CC3CC(C2)CC1C3)Cc1ccccc1, predict the reactants needed to synthesize it. The reactants are: CN(CCO)Cc1ccccc1.O=C(NC1C2CC3CC(C2)CC1C3)[C@H]1CCCN1. (5) Given the product COCc1ccc(CN)cc1, predict the reactants needed to synthesize it. The reactants are: COCc1ccc(C#N)cc1. (6) Given the product COc1cc(C#Cc2cc(C(=O)O)ccn2)cc(OC)c1OC, predict the reactants needed to synthesize it. The reactants are: CCOC(=O)c1ccnc(C#Cc2cc(OC)c(OC)c(OC)c2)c1.